Dataset: Full USPTO retrosynthesis dataset with 1.9M reactions from patents (1976-2016). Task: Predict the reactants needed to synthesize the given product. (1) Given the product [NH:1]1[C:5]2[CH:6]=[CH:7][CH:8]=[CH:9][C:4]=2[N:3]=[C:2]1[CH:10]([CH:12]1[CH2:15][CH:14]([N:16]2[C:20]3=[N:21][CH:22]=[CH:23][CH:24]=[C:19]3[N:18]=[C:17]2[O:25][CH3:26])[CH2:13]1)[OH:11], predict the reactants needed to synthesize it. The reactants are: [NH:1]1[C:5]2[CH:6]=[CH:7][CH:8]=[CH:9][C:4]=2[N:3]=[C:2]1[C:10]([CH:12]1[CH2:15][CH:14]([N:16]2[C:20]3=[N:21][CH:22]=[CH:23][CH:24]=[C:19]3[N:18]=[C:17]2[O:25][CH3:26])[CH2:13]1)=[O:11].[BH4-].[Na+]. (2) Given the product [CH3:9][O:8][C:5]([O:4][CH3:3])([O:21][C:11]1[C:20]2[C:15](=[CH:16][CH:17]=[CH:18][CH:19]=2)[CH:14]=[CH:13][N:12]=1)[CH3:6], predict the reactants needed to synthesize it. The reactants are: [H-].[Na+].[CH3:3][O:4][CH:5]([O:8][CH3:9])[CH2:6]O.Cl[C:11]1[C:20]2[C:15](=[CH:16][CH:17]=[CH:18][CH:19]=2)[CH:14]=[CH:13][N:12]=1.[OH2:21]. (3) Given the product [N:28]1[C:3]2[C:24](=[CH:23][CH:22]=[CH:4][C:1]=2[N:5]2[CH2:6][CH2:7][N:8]([C:11]([O:13][C:38]([CH3:39])([CH3:42])[CH3:32])=[O:12])[CH2:9][CH2:10]2)[CH:25]=[CH:26][CH:27]=1, predict the reactants needed to synthesize it. The reactants are: [C:1]([N:5]1[CH2:10][CH2:9][N:8]([C:11]([O-:13])=[O:12])[CH2:7][CH2:6]1)([CH3:4])([CH3:3])C.FC(F)(F)S(OC1C=[CH:22][CH:23]=[C:24]2C=1[N:28]=[CH:27][CH:26]=[CH:25]2)(=O)=O.[C:32]([O-])([O-])=O.[Cs+].[Cs+].[CH2:38]1[CH2:42]OC[CH2:39]1. (4) Given the product [F:1][C:2]1[CH:14]=[CH:13][C:5]([CH2:6][CH:7]2[CH2:11][CH2:10][NH:9][C:8]2=[O:12])=[CH:4][CH:3]=1, predict the reactants needed to synthesize it. The reactants are: [F:1][C:2]1[CH:14]=[CH:13][C:5]([CH:6]=[C:7]2[CH2:11][CH2:10][NH:9][C:8]2=[O:12])=[CH:4][CH:3]=1.CO. (5) Given the product [F:1][C:2]1[CH:3]=[CH:4][C:5]2[N:6]([C:8]([CH3:15])=[C:9]([C:11]([N:13]=[N+:14]=[N-:17])=[O:12])[N:10]=2)[CH:7]=1, predict the reactants needed to synthesize it. The reactants are: [F:1][C:2]1[CH:3]=[CH:4][C:5]2[N:6]([C:8]([CH3:15])=[C:9]([C:11]([NH:13][NH2:14])=[O:12])[N:10]=2)[CH:7]=1.Cl.[N:17]([O-])=O.[Na+].C([O-])(O)=O.[Na+]. (6) Given the product [CH2:11]([N:18]1[CH2:23][CH:22]2[CH:20]([CH:21]2[CH:24]=[O:25])[CH2:19]1)[C:12]1[CH:13]=[CH:14][CH:15]=[CH:16][CH:17]=1, predict the reactants needed to synthesize it. The reactants are: C(Cl)(=O)C(Cl)=O.CS(C)=O.[CH2:11]([N:18]1[CH2:23][CH:22]2[CH:20]([CH:21]2[CH2:24][OH:25])[CH2:19]1)[C:12]1[CH:17]=[CH:16][CH:15]=[CH:14][CH:13]=1.C(N(CC)CC)C. (7) The reactants are: Cl[C:2]1[C:3]2[S:10][C:9]([C:11]([NH2:13])=[O:12])=[CH:8][C:4]=2[N:5]=[CH:6][N:7]=1.FC(F)(F)C(O)=O.FC(F)(F)C(O)=O.[N:28]1([CH2:34][CH2:35][NH:36][S:37]([CH3:40])(=[O:39])=[O:38])[CH2:33][CH2:32][NH:31][CH2:30][CH2:29]1.CCN(C(C)C)C(C)C. Given the product [CH3:40][S:37]([NH:36][CH2:35][CH2:34][N:28]1[CH2:33][CH2:32][N:31]([C:2]2[C:3]3[S:10][C:9]([C:11]([NH2:13])=[O:12])=[CH:8][C:4]=3[N:5]=[CH:6][N:7]=2)[CH2:30][CH2:29]1)(=[O:38])=[O:39], predict the reactants needed to synthesize it. (8) Given the product [CH3:19][O:20][C:21]1[CH:22]=[CH:23][C:24]2[N:29]=[CH:28][C:27](=[O:30])[N:26]([CH2:31][CH2:32][CH2:33][NH:1][CH:2]3[CH2:3][C:4](=[O:18])[N:5]([C:7]4[CH:8]=[CH:9][C:10]5[O:15][CH2:14][C:13](=[O:16])[NH:12][C:11]=5[CH:17]=4)[CH2:6]3)[C:25]=2[N:35]=1, predict the reactants needed to synthesize it. The reactants are: [NH2:1][CH:2]1[CH2:6][N:5]([C:7]2[CH:8]=[CH:9][C:10]3[O:15][CH2:14][C:13](=[O:16])[NH:12][C:11]=3[CH:17]=2)[C:4](=[O:18])[CH2:3]1.[CH3:19][O:20][C:21]1[CH:22]=[CH:23][C:24]2[N:29]=[CH:28][C:27](=[O:30])[N:26]([CH2:31][CH2:32][CH:33]=O)[C:25]=2[N:35]=1.S([O-])([O-])(=O)=O.[Na+].[Na+].C(O[BH-](OC(=O)C)OC(=O)C)(=O)C.[Na+].C(=O)([O-])O.[Na+].